This data is from Forward reaction prediction with 1.9M reactions from USPTO patents (1976-2016). The task is: Predict the product of the given reaction. Given the reactants [O:1]=[C:2]1[N:7]2[N:8]=[CH:9][CH:10]=[C:6]2[NH:5][CH:4]=[C:3]1[C:11]([OH:13])=O.CN(C(ON1N=NC2C=CC=NC1=2)=[N+](C)C)C.F[P-](F)(F)(F)(F)F.C(N(CC)CC)C.[NH2:45][C:46]1[C:47]([C:57]([CH3:60])([CH3:59])[CH3:58])=[CH:48][C:49]([C:53]([CH3:56])([CH3:55])[CH3:54])=[C:50]([OH:52])[CH:51]=1, predict the reaction product. The product is: [C:57]([C:47]1[CH:48]=[C:49]([C:53]([CH3:56])([CH3:55])[CH3:54])[C:50]([OH:52])=[CH:51][C:46]=1[NH:45][C:11]([C:3]1[C:2](=[O:1])[N:7]2[N:8]=[CH:9][CH:10]=[C:6]2[NH:5][CH:4]=1)=[O:13])([CH3:60])([CH3:58])[CH3:59].